Task: Predict which catalyst facilitates the given reaction.. Dataset: Catalyst prediction with 721,799 reactions and 888 catalyst types from USPTO Product: [CH:11]([N:14]([CH:15]([CH3:17])[CH3:16])[C:2]1[CH:10]=[CH:9][CH:8]=[CH:7][C:3]=1[C:4]([OH:6])=[O:5])([CH3:13])[CH3:12]. The catalyst class is: 1. Reactant: F[C:2]1[CH:10]=[CH:9][CH:8]=[CH:7][C:3]=1[C:4]([OH:6])=[O:5].[CH:11]([N-:14][CH:15]([CH3:17])[CH3:16])([CH3:13])[CH3:12].[Li+].